From a dataset of Full USPTO retrosynthesis dataset with 1.9M reactions from patents (1976-2016). Predict the reactants needed to synthesize the given product. (1) Given the product [NH:18]1[C:19]2[C:24](=[CH:23][CH:22]=[CH:21][CH:20]=2)[C:16]([CH2:15][C@@H:11]([NH:10][S:7]([C:5]2[S:6][C:2]([C:32]#[C:31][C:28]3[CH:29]=[CH:30][C:25]([CH3:33])=[CH:26][CH:27]=3)=[CH:3][CH:4]=2)(=[O:9])=[O:8])[C:12]([OH:14])=[O:13])=[CH:17]1, predict the reactants needed to synthesize it. The reactants are: Br[C:2]1[S:6][C:5]([S:7]([NH:10][C@H:11]([CH2:15][C:16]2[C:24]3[C:19](=[CH:20][CH:21]=[CH:22][CH:23]=3)[NH:18][CH:17]=2)[C:12]([OH:14])=[O:13])(=[O:9])=[O:8])=[CH:4][CH:3]=1.[C:25]1([CH3:33])[CH:30]=[CH:29][C:28]([C:31]#[CH:32])=[CH:27][CH:26]=1.C(N(CC)CC)C. (2) The reactants are: [C:1]([C:3]1[CH:8]=[CH:7][CH:6]=[CH:5][C:4]=1[OH:9])#[N:2].[H-].[Na+].[Cl:12][C:13]1[CH:29]=[C:28]([Cl:30])[CH:27]=[CH:26][C:14]=1[CH2:15][NH:16][C:17](=[O:25])[C:18]1[CH:23]=[CH:22][C:21](F)=[N:20][CH:19]=1. Given the product [C:1]([C:3]1[CH:8]=[CH:7][CH:6]=[CH:5][C:4]=1[O:9][C:21]1[CH:22]=[CH:23][C:18]([C:17]([NH:16][CH2:15][C:14]2[CH:26]=[CH:27][C:28]([Cl:30])=[CH:29][C:13]=2[Cl:12])=[O:25])=[CH:19][N:20]=1)#[N:2], predict the reactants needed to synthesize it.